This data is from Forward reaction prediction with 1.9M reactions from USPTO patents (1976-2016). The task is: Predict the product of the given reaction. (1) Given the reactants [CH3:1][O:2][C:3]([C:5]1[CH:10]=[C:9]([Br:11])[C:8](=[O:12])[N:7]([CH2:13][CH:14]2[CH2:19][CH2:18][O:17][CH2:16][CH2:15]2)[C:6]=1[CH3:20])=[O:4].[Br:21]N1C(=O)CCC1=O.C(OOC(=O)C1C=CC=CC=1)(=O)C1C=CC=CC=1, predict the reaction product. The product is: [CH3:1][O:2][C:3]([C:5]1[CH:10]=[C:9]([Br:11])[C:8](=[O:12])[N:7]([CH2:13][CH:14]2[CH2:19][CH2:18][O:17][CH2:16][CH2:15]2)[C:6]=1[CH2:20][Br:21])=[O:4]. (2) Given the reactants [Br-].[F:2][C:3]([F:31])([F:30])[C:4]1[CH:29]=[CH:28][CH:27]=[CH:26][C:5]=1[CH2:6][P+](C1C=CC=CC=1)(C1C=CC=CC=1)C1C=CC=CC=1.C([Li])CCC.O=[C:38]1[CH2:43][CH2:42][N:41]([C:44]2[CH:54]=[CH:53][C:47]([C:48]([O:50][CH2:51][CH3:52])=[O:49])=[CH:46][CH:45]=2)[CH2:40][CH2:39]1, predict the reaction product. The product is: [F:31][C:3]([F:2])([F:30])[C:4]1[CH:29]=[CH:28][CH:27]=[CH:26][C:5]=1[CH:6]=[C:38]1[CH2:39][CH2:40][N:41]([C:44]2[CH:54]=[CH:53][C:47]([C:48]([O:50][CH2:51][CH3:52])=[O:49])=[CH:46][CH:45]=2)[CH2:42][CH2:43]1. (3) Given the reactants Br[C:2]1[N:6]([CH:7]([CH3:9])[CH3:8])[C:5]2[CH:10]([C:25]3[CH:30]=[CH:29][C:28]([Cl:31])=[CH:27][CH:26]=3)[N:11]([C:14]3[CH:15]=[C:16]([CH3:24])[C:17]4[O:21][N:20]=[C:19]([CH3:22])[C:18]=4[CH:23]=3)[C:12](=[O:13])[C:4]=2[N:3]=1.[CH3:32][O:33][C:34]1[N:39]=[C:38]([O:40][CH3:41])[C:37](B(O)O)=[CH:36][N:35]=1.CCOC(C)=O.CO, predict the reaction product. The product is: [Cl:31][C:28]1[CH:29]=[CH:30][C:25]([CH:10]2[C:5]3[N:6]([CH:7]([CH3:9])[CH3:8])[C:2]([C:37]4[C:38]([O:40][CH3:41])=[N:39][C:34]([O:33][CH3:32])=[N:35][CH:36]=4)=[N:3][C:4]=3[C:12](=[O:13])[N:11]2[C:14]2[CH:15]=[C:16]([CH3:24])[C:17]3[O:21][N:20]=[C:19]([CH3:22])[C:18]=3[CH:23]=2)=[CH:26][CH:27]=1. (4) Given the reactants [CH3:1][O:2][C:3]1[C:11]([CH3:12])=[CH:10][CH:9]=[C:8]2[C:4]=1[CH:5]=[C:6]([C:13]([NH2:15])=O)[NH:7]2.P(Cl)(Cl)(Cl)=O.C(Cl)(Cl)Cl, predict the reaction product. The product is: [CH3:1][O:2][C:3]1[C:11]([CH3:12])=[CH:10][CH:9]=[C:8]2[C:4]=1[CH:5]=[C:6]([C:13]#[N:15])[NH:7]2. (5) Given the reactants Cl[C:2]1[CH:7]=[C:6]([Cl:8])[N:5]=[CH:4][N:3]=1.[NH2:9][C@H:10]1[CH2:15][CH2:14][C@H:13]([NH:16][C:17](=[O:23])[O:18][C:19]([CH3:22])([CH3:21])[CH3:20])[CH2:12][CH2:11]1.C(N(CC)C(C)C)(C)C, predict the reaction product. The product is: [Cl:8][C:6]1[N:5]=[CH:4][N:3]=[C:2]([NH:9][C@H:10]2[CH2:15][CH2:14][C@H:13]([NH:16][C:17](=[O:23])[O:18][C:19]([CH3:21])([CH3:20])[CH3:22])[CH2:12][CH2:11]2)[CH:7]=1. (6) Given the reactants F[C:2]1[C:7]2[O:8][C:9]3[C:14]([C@@:15]4([CH2:19][O:18][C:17]([NH2:20])=[N:16]4)[C:6]=2[CH:5]=[C:4]([C:27]2[CH:28]=[N:29][CH:30]=[CH:31][CH:32]=2)[N:3]=1)=[CH:13][C:12]([C:21]1[CH:22]=[N:23][CH:24]=[CH:25][CH:26]=1)=[CH:11][CH:10]=3.[CH3:33][O-:34].[Na+], predict the reaction product. The product is: [CH3:33][O:34][C:2]1[C:7]2[O:8][C:9]3[C:14]([C@@:15]4([CH2:19][O:18][C:17]([NH2:20])=[N:16]4)[C:6]=2[CH:5]=[C:4]([C:27]2[CH:28]=[N:29][CH:30]=[CH:31][CH:32]=2)[N:3]=1)=[CH:13][C:12]([C:21]1[CH:22]=[N:23][CH:24]=[CH:25][CH:26]=1)=[CH:11][CH:10]=3. (7) Given the reactants [H-].[Na+].[CH3:3][O:4][C:5]1[C:13]2[CH2:12][CH2:11][CH2:10][C:9]=2[C:8]([OH:14])=[CH:7][CH:6]=1.Cl[CH:16]([C:20](=O)[CH3:21])[C:17](=O)[CH3:18].[Br-].[K+].O.[NH2:26][NH2:27], predict the reaction product. The product is: [CH3:3][O:4][C:5]1[CH:6]=[CH:7][C:8]([O:14][C:16]2[C:20]([CH3:21])=[N:26][NH:27][C:17]=2[CH3:18])=[C:9]2[C:13]=1[CH2:12][CH2:11][CH2:10]2.